From a dataset of Kir2.1 potassium channel HTS with 301,493 compounds. Binary Classification. Given a drug SMILES string, predict its activity (active/inactive) in a high-throughput screening assay against a specified biological target. The drug is Brc1ccc(n2c(=O)[nH]c(N3CCN(CC3)Cc3ccccc3)cc2=O)cc1. The result is 0 (inactive).